From a dataset of Forward reaction prediction with 1.9M reactions from USPTO patents (1976-2016). Predict the product of the given reaction. (1) Given the reactants Br[C:2]1[N:6]([CH:7]([CH3:9])[CH3:8])[C:5]2[CH:10]([C:21]3[CH:28]=[CH:27][C:24]([C:25]#[N:26])=[CH:23][CH:22]=3)[N:11]([C:14]3[N:15]([CH3:20])[N:16]=[C:17]([CH3:19])[CH:18]=3)[C:12](=[O:13])[C:4]=2[CH:3]=1.[CH3:29][O:30][C:31]1[N:36]=[C:35]([O:37][CH3:38])[C:34](B(O)O)=[CH:33][N:32]=1.BrC1N(C(C)C)C2C(C3C=CC(Cl)=CC=3)N(C3C=C(Cl)C=CC=3C)C(=O)C=2C=1.COC1C(B2OC(C)(C)C(C)(C)O2)=CN=C(N)N=1, predict the reaction product. The product is: [CH3:29][O:30][C:31]1[N:36]=[C:35]([O:37][CH3:38])[C:34]([C:2]2[N:6]([CH:7]([CH3:9])[CH3:8])[C:5]3[CH:10]([C:21]4[CH:28]=[CH:27][C:24]([C:25]#[N:26])=[CH:23][CH:22]=4)[N:11]([C:14]4[N:15]([CH3:20])[N:16]=[C:17]([CH3:19])[CH:18]=4)[C:12](=[O:13])[C:4]=3[CH:3]=2)=[CH:33][N:32]=1. (2) Given the reactants C(OC([N:8]1[CH2:12][CH2:11][CH2:10][CH:9]1[C:13](=[O:32])[NH:14][C:15]1[CH:20]=[CH:19][C:18]([C:21]2[CH:26]=[CH:25][CH:24]=[CH:23][C:22]=2[S:27]([CH3:30])(=[O:29])=[O:28])=[CH:17][C:16]=1[CH3:31])=O)(C)(C)C.FC(F)(F)C(O)=O, predict the reaction product. The product is: [CH3:30][S:27]([C:22]1[CH:23]=[CH:24][CH:25]=[CH:26][C:21]=1[C:18]1[CH:19]=[CH:20][C:15]([NH:14][C:13]([CH:9]2[CH2:10][CH2:11][CH2:12][NH:8]2)=[O:32])=[C:16]([CH3:31])[CH:17]=1)(=[O:29])=[O:28].